This data is from Reaction yield outcomes from USPTO patents with 853,638 reactions. The task is: Predict the reaction yield, written as a fraction of the theoretical maximum amount of product (1.0 means a 100% yield; for example, 0.34 means a 34% yield). (1) The reactants are CC1[O:11][C:10]2[C:9]3[CH:12]=[CH:13][CH:14]=[CH:15][C:8]=3NCCC=2N=1.S(Cl)(Cl)=O.Cl.[F:21][C:22]([F:31])([F:30])[C:23]1[CH:29]=[CH:28][C:26]([NH2:27])=[CH:25][CH:24]=1.C([N:34]([CH2:37][CH3:38])CC)C. The catalyst is C1(C)C=CC=CC=1.ClCCl. The product is [C:37]([C:38]1[CH:13]=[CH:12][C:9]([C:10]([NH:27][C:26]2[CH:28]=[CH:29][C:23]([C:22]([F:30])([F:31])[F:21])=[CH:24][CH:25]=2)=[O:11])=[CH:8][C:15]=1[CH3:14])#[N:34]. The yield is 0.800. (2) The reactants are N1C=CC=CC=1.[F:7][C:8]([F:14])([F:13])[S:9]([OH:12])(=[O:11])=[O:10].O[C:16]1[CH:21]=[CH:20][C:19]([CH2:22][C:23]([O:25][CH3:26])=[O:24])=[CH:18][C:17]=1[O:27][CH3:28].O. The catalyst is CN(C)C1C=CN=CC=1.C(Cl)Cl. The product is [CH3:28][O:27][C:17]1[CH:18]=[C:19]([CH2:22][C:23]([O:25][CH3:26])=[O:24])[CH:20]=[CH:21][C:16]=1[O:10][S:9]([C:8]([F:14])([F:13])[F:7])(=[O:12])=[O:11]. The yield is 0.990. (3) The reactants are C(O[C:6]([N:8]1[CH2:13][CH2:12][N:11](C2C(=O)N(CC(C)C)N=C(C3C=CC(C)=C(F)C=3)C=2C)[CH2:10][CH2:9]1)=O)(C)(C)C.[CH:34]1([CH2:37][N:38]2[C:43](=[O:44])[C:42]([CH2:45]OS(C)(=O)=O)=[CH:41][C:40]([C:51]3[CH:56]=[CH:55][C:54]([S:57][CH3:58])=[CH:53][CH:52]=3)=[N:39]2)[CH2:36][CH2:35]1.CN1CCNCC1. No catalyst specified. The product is [CH:34]1([CH2:37][N:38]2[C:43](=[O:44])[C:42]([CH2:45][N:11]3[CH2:12][CH2:13][N:8]([CH3:6])[CH2:9][CH2:10]3)=[CH:41][C:40]([C:51]3[CH:56]=[CH:55][C:54]([S:57][CH3:58])=[CH:53][CH:52]=3)=[N:39]2)[CH2:35][CH2:36]1. The yield is 0.857. (4) The product is [N:13]1([CH2:19][C:20]2[CH:34]=[CH:33][C:23]3[NH:24][C:25]([C:27]4[C:31]([NH:32][C:10]([C:3]5[O:2][N:1]=[C:5]6[CH:6]=[CH:7][CH:8]=[CH:9][C:4]=56)=[O:12])=[CH:30][NH:29][N:28]=4)=[N:26][C:22]=3[CH:21]=2)[CH2:18][CH2:17][O:16][CH2:15][CH2:14]1. The yield is 0.320. The reactants are [N:1]1[O:2][C:3]([C:10]([OH:12])=O)=[C:4]2[CH:9]=[CH:8][CH:7]=[CH:6][C:5]=12.[N:13]1([CH2:19][C:20]2[CH:34]=[CH:33][C:23]3[NH:24][C:25]([C:27]4[C:31]([NH2:32])=[CH:30][NH:29][N:28]=4)=[N:26][C:22]=3[CH:21]=2)[CH2:18][CH2:17][O:16][CH2:15][CH2:14]1.C(Cl)CCl.C1C=CC2N(O)N=NC=2C=1. The catalyst is CN(C=O)C. (5) The reactants are [F:1][C:2]([F:16])([F:15])[C:3]([CH3:14])([CH3:13])/[C:4](/O)=[CH:5]/[C:6](=[O:11])/[CH:7]=[CH:8]/[O:9]C.C(O)(C(F)(F)F)=O. The catalyst is C1(C)C=CC=CC=1. The product is [F:16][C:2]([F:1])([F:15])[C:3]([C:4]1[O:9][CH:8]=[CH:7][C:6](=[O:11])[CH:5]=1)([CH3:13])[CH3:14]. The yield is 0.739. (6) The reactants are [Cl:1][C:2]1[CH:3]=[C:4]([B:8]([OH:10])[OH:9])[CH:5]=[CH:6][CH:7]=1.[NH:11]([CH2:15][CH2:16]O)[CH2:12][CH2:13]O. No catalyst specified. The product is [Cl:1][C:2]1[CH:3]=[C:4]([B:8]2[O:10][CH2:16][CH2:15][NH:11][CH2:12][CH2:13][O:9]2)[CH:5]=[CH:6][CH:7]=1. The yield is 0.790.